From a dataset of Forward reaction prediction with 1.9M reactions from USPTO patents (1976-2016). Predict the product of the given reaction. The product is: [OH:30][CH:29]=[C:10]1[C:9]2[C:4](=[CH:5][C:6]([C:11]([C:13]3[CH:14]=[C:15]([NH:19][C:20]([C:22]4[CH:23]=[N:24][N:25]([CH3:28])[C:26]=4[Cl:27])=[O:21])[CH:16]=[CH:17][CH:18]=3)=[O:12])=[CH:7][CH:8]=2)[NH:3][C:2]1=[O:1]. Given the reactants [O:1]=[C:2]1[CH2:10][C:9]2[C:4](=[CH:5][C:6]([C:11]([C:13]3[CH:14]=[C:15]([NH:19][C:20]([C:22]4[CH:23]=[N:24][N:25]([CH3:28])[C:26]=4[Cl:27])=[O:21])[CH:16]=[CH:17][CH:18]=3)=[O:12])=[CH:7][CH:8]=2)[NH:3]1.[CH:29](OCC)=[O:30].[O-]CC.[Na+].Cl, predict the reaction product.